The task is: Predict the reactants needed to synthesize the given product.. This data is from Full USPTO retrosynthesis dataset with 1.9M reactions from patents (1976-2016). (1) Given the product [F:1][C:2]1[CH:3]=[C:4]([N:9]2[CH2:13][C@H:12]([CH2:14][O:15][S:25]([CH3:24])(=[O:27])=[O:26])[O:11][C:10]2=[O:16])[CH:5]=[CH:6][C:7]=1[I:8], predict the reactants needed to synthesize it. The reactants are: [F:1][C:2]1[CH:3]=[C:4]([N:9]2[CH2:13][C@H:12]([CH2:14][OH:15])[O:11][C:10]2=[O:16])[CH:5]=[CH:6][C:7]=1[I:8].C(N(CC)CC)C.[CH3:24][S:25](Cl)(=[O:27])=[O:26]. (2) Given the product [C:1]([C:3]1[CH:4]([C:5]2[O:13][C:12]3[CH:11]=[CH:10][N:9]=[C:8]([NH:14][C:15](=[O:22])[C:16]4[CH:21]=[CH:20][CH:19]=[CH:18][CH:17]=4)[C:7]=3[CH:6]=2)[C:31]2[C:27]([CH3:26])=[N:28][O:29][C:30]=2[NH:32][C:23]=1[CH3:24])#[N:2], predict the reactants needed to synthesize it. The reactants are: [C:1]([C:3]([C:23](=O)[CH3:24])=[CH:4][C:5]1[O:13][C:12]2[CH:11]=[CH:10][N:9]=[C:8]([NH:14][C:15](=[O:22])[C:16]3[CH:21]=[CH:20][CH:19]=[CH:18][CH:17]=3)[C:7]=2[CH:6]=1)#[N:2].[CH3:26][C:27]1[CH:31]=[C:30]([NH2:32])[O:29][N:28]=1. (3) Given the product [Cl:1][C:2]1[CH:7]=[CH:6][C:5]([C:8]2[N:13]=[C:12]([C:14]([NH:33][CH2:32][C:30]3[O:29][N:28]=[C:27]([C:26]([F:35])([F:34])[F:25])[N:31]=3)=[O:15])[CH:11]=[N:10][C:9]=2[O:17][C@@H:18]([CH3:23])[C:19]([F:22])([F:21])[F:20])=[CH:4][CH:3]=1, predict the reactants needed to synthesize it. The reactants are: [Cl:1][C:2]1[CH:7]=[CH:6][C:5]([C:8]2[N:13]=[C:12]([C:14](O)=[O:15])[CH:11]=[N:10][C:9]=2[O:17][C@@H:18]([CH3:23])[C:19]([F:22])([F:21])[F:20])=[CH:4][CH:3]=1.Cl.[F:25][C:26]([F:35])([F:34])[C:27]1[N:31]=[C:30]([CH2:32][NH2:33])[O:29][N:28]=1.